Dataset: NCI-60 drug combinations with 297,098 pairs across 59 cell lines. Task: Regression. Given two drug SMILES strings and cell line genomic features, predict the synergy score measuring deviation from expected non-interaction effect. (1) Drug 1: COC1=NC(=NC2=C1N=CN2C3C(C(C(O3)CO)O)O)N. Drug 2: CC1=C2C(C(=O)C3(C(CC4C(C3C(C(C2(C)C)(CC1OC(=O)C(C(C5=CC=CC=C5)NC(=O)OC(C)(C)C)O)O)OC(=O)C6=CC=CC=C6)(CO4)OC(=O)C)O)C)O. Cell line: SF-295. Synergy scores: CSS=-3.60, Synergy_ZIP=0.798, Synergy_Bliss=-0.947, Synergy_Loewe=-6.46, Synergy_HSA=-5.83. (2) Drug 1: C1=NC2=C(N1)C(=S)N=C(N2)N. Drug 2: CCN(CC)CCNC(=O)C1=C(NC(=C1C)C=C2C3=C(C=CC(=C3)F)NC2=O)C. Cell line: SF-295. Synergy scores: CSS=38.7, Synergy_ZIP=4.90, Synergy_Bliss=3.86, Synergy_Loewe=-0.264, Synergy_HSA=4.10. (3) Drug 1: CC12CCC3C(C1CCC2O)C(CC4=C3C=CC(=C4)O)CCCCCCCCCS(=O)CCCC(C(F)(F)F)(F)F. Drug 2: COC1=NC(=NC2=C1N=CN2C3C(C(C(O3)CO)O)O)N. Cell line: SNB-19. Synergy scores: CSS=4.81, Synergy_ZIP=4.71, Synergy_Bliss=12.0, Synergy_Loewe=1.96, Synergy_HSA=2.38. (4) Drug 1: CC(CN1CC(=O)NC(=O)C1)N2CC(=O)NC(=O)C2. Drug 2: CC(C1=C(C=CC(=C1Cl)F)Cl)OC2=C(N=CC(=C2)C3=CN(N=C3)C4CCNCC4)N. Cell line: IGROV1. Synergy scores: CSS=18.8, Synergy_ZIP=-6.53, Synergy_Bliss=-0.290, Synergy_Loewe=0.141, Synergy_HSA=0.217. (5) Drug 1: CC1=C2C(C(=O)C3(C(CC4C(C3C(C(C2(C)C)(CC1OC(=O)C(C(C5=CC=CC=C5)NC(=O)OC(C)(C)C)O)O)OC(=O)C6=CC=CC=C6)(CO4)OC(=O)C)O)C)O. Drug 2: C1=CN(C=N1)CC(O)(P(=O)(O)O)P(=O)(O)O. Cell line: UACC-257. Synergy scores: CSS=4.34, Synergy_ZIP=-3.03, Synergy_Bliss=-1.31, Synergy_Loewe=-0.318, Synergy_HSA=-0.110.